Dataset: Experimentally validated miRNA-target interactions with 360,000+ pairs, plus equal number of negative samples. Task: Binary Classification. Given a miRNA mature sequence and a target amino acid sequence, predict their likelihood of interaction. (1) The miRNA is hsa-miR-548ax with sequence AGAAGUAAUUGCGGUUUUGCCA. The protein sequence of the target gene is MSDLRRKGWWNVPDYFYSPLVFDMEEDQEDYIFGPDDEYLHTLEVHSNTLIQLERWFSPTGQTRVTVVGPLKARLWVMDMIRKVGSKNTLDKIKGKLMLLHIRSHPLTDQDLQIHLISGSSCWFPD. Result: 0 (no interaction). (2) The miRNA is hsa-miR-6768-5p with sequence CACACAGGAAAAGCGGGGCCCUG. The protein sequence of the target gene is MEGQRQESHATLTLAQAHFNNGEYAEAEALYSAYIRRCACAASSDESPGSKCSPEDLATAYNNRGQIKYFRVDFYEAMDDYTSAIEVQPNFEVPYYNRGLILYRLGYFDDALEDFKKVLDLNPGFQDATLSLKQTILDKEEKQRRNVAKNY. Result: 0 (no interaction). (3) The miRNA is hsa-miR-1205 with sequence UCUGCAGGGUUUGCUUUGAG. The protein sequence of the target gene is MDDEEETYRLWKIRKTIMQLCHDRGYLVTQDELDQTLEEFKAQSGDKPSEGRPRRTDLTVLVAHNDDPTDQMFVFFPEEPKVGIKTIKVYCQRMQEENITRALIVVQQGMTPSAKQSLVDMAPKYILEQFLQQELLINITEHELVPEHVVMTKEEVTELLARYKLRENQLPRIQAGDPVARYFGIKRGQVVKIIRPSETAGRYITYRLVQ. Result: 1 (interaction). (4) The miRNA is hsa-miR-431-3p with sequence CAGGUCGUCUUGCAGGGCUUCU. The protein sequence of the target gene is MWAFGGRAAVGLLPRTASRASAWVGNPRWREPIVTCGRRGLHVTVNAGATRHAHLNLHYLQILNIKKQSVCVVHLRNLGTLDNPSSLDETAYERLAEETLDSLAEFFEDLADKPYTLEDYDVSFGDGVLTIKLGGDLGTYVINKQTPNKQIWLSSPSSGPKRYDWTGKNWVYSHDGVSLHELLARELTKALNTKLDLSSLAYSGKGT. Result: 0 (no interaction). (5) The miRNA is mmu-miR-466k with sequence UGUGUGUGUACAUGUACAUGUGA. The protein sequence of the target gene is MQPAATTCTEDRIQHALERCLHGLSLGRRSAPWSAGLCLNCWSLQELVSRDPGHFLILLEQILQKTQEVQEKGTYDLLAPLALLFYSTVLCTPHFPPDSDLLLKAASTYHCFLTWPVPYCSICREMLTFIDAELKAPGISYQRLVRAEQGLPVRSHRSSTVTVLLLNPVEVQAEFLAVADKLSTPGQSPHGTYTTLLLHAFQATFGAHCDLPKLHRKLQSKTIEELEDIFTETTEAQELASGIGDVAEAREWLRTKLQAVGEKAGFPGILDTASPGKLHTIPIPVARCYTYSWNQDSFDI.... Result: 1 (interaction). (6) The miRNA is hsa-miR-4673 with sequence UCCAGGCAGGAGCCGGACUGGA. The protein sequence of the target gene is MASNMDREMILADFQACTGIENIDEAITLLEQNNWDLVAAINGVIPQENGILQSDFGGETMPGPTFDPASHPAPASTPSSSAFRPVMPSRQIVERQPRMLDFRVEYRDRNVDVVLEDSCTVGEIKQILENELQIPVPKMLLKGWKTGDVEDSTVLKSLHLPKNNSLYVLTPDLPPPSSSSHAGALQESLNQNFMLIITHREVQREYNLNFSGSSTVQEVKRNVYDLTSIPVRHQLWEGWPASATDDSMCLAESGLSYPCHRLTVGRRTSPVQTREQSEEQSTDVHMVSDSDGDDFEDASE.... Result: 0 (no interaction).